From a dataset of Forward reaction prediction with 1.9M reactions from USPTO patents (1976-2016). Predict the product of the given reaction. Given the reactants Br[C:2]1[CH:3]=[C:4]([O:15][C:16]2[CH:21]=[CH:20][CH:19]=[CH:18][CH:17]=2)[C:5]([NH:8][C:9]2[S:10][CH:11]=[C:12]([CH3:14])[N:13]=2)=[N:6][CH:7]=1.C(N(C(C)C)C(C)C)C.[SH:31][CH2:32][CH2:33][C:34]([O:36][CH3:37])=[O:35], predict the reaction product. The product is: [CH3:14][C:12]1[N:13]=[C:9]([NH:8][C:5]2[N:6]=[CH:7][C:2]([S:31][CH2:32][CH2:33][C:34]([O:36][CH3:37])=[O:35])=[CH:3][C:4]=2[O:15][C:16]2[CH:21]=[CH:20][CH:19]=[CH:18][CH:17]=2)[S:10][CH:11]=1.